From a dataset of Reaction yield outcomes from USPTO patents with 853,638 reactions. Predict the reaction yield, written as a fraction of the theoretical maximum amount of product (1.0 means a 100% yield; for example, 0.34 means a 34% yield). (1) The reactants are [Si:1]([O:8][CH2:9][C@H:10]1[N:15]([C:16]([O:18][C:19]([CH3:22])([CH3:21])[CH3:20])=[O:17])[CH2:14][C@@H:13]([CH:23]=O)[O:12][CH2:11]1)([C:4]([CH3:7])([CH3:6])[CH3:5])([CH3:3])[CH3:2].[C:25]([O-])([O-])=O.[K+].[K+]. The catalyst is CO. The product is [C:23]([C@H:13]1[O:12][CH2:11][C@H:10]([CH2:9][O:8][Si:1]([C:4]([CH3:6])([CH3:5])[CH3:7])([CH3:2])[CH3:3])[N:15]([C:16]([O:18][C:19]([CH3:21])([CH3:20])[CH3:22])=[O:17])[CH2:14]1)#[CH:25]. The yield is 0.600. (2) The reactants are [C:1]1([CH2:7][CH2:8][N:9]2[C:14](=[O:15])[CH2:13][C:12](=[O:16])[N:11]([CH2:17][C:18]3[CH:23]=[CH:22][CH:21]=[CH:20][CH:19]=3)[C:10]2=[O:24])[CH:6]=[CH:5][CH:4]=[CH:3][CH:2]=1.C(N(C(C)C)CC)(C)C.[N:34]([CH2:37][C:38]([O:40]CC)=[O:39])=[C:35]=[O:36]. The catalyst is C(Cl)(Cl)Cl. The product is [OH:15][C:14]1[N:9]([CH2:8][CH2:7][C:1]2[CH:2]=[CH:3][CH:4]=[CH:5][CH:6]=2)[C:10](=[O:24])[N:11]([CH2:17][C:18]2[CH:23]=[CH:22][CH:21]=[CH:20][CH:19]=2)[C:12](=[O:16])[C:13]=1[C:35]([NH:34][CH2:37][C:38]([OH:40])=[O:39])=[O:36]. The yield is 0.470. (3) The reactants are I[C:2]1[C:10]2[C:5](=[CH:6][CH:7]=[C:8]([N+:11]([O-:13])=[O:12])[CH:9]=2)[N:4]([C:14]([O:16][C:17]([CH3:20])([CH3:19])[CH3:18])=[O:15])[N:3]=1.C(N(CC)CC)C.[C:28]([O:32][CH3:33])(=[O:31])[CH:29]=[CH2:30]. The catalyst is CN(C=O)C.O.[I-].C([N+](CCCC)(CCCC)CCCC)CCC. The product is [CH3:33][O:32][C:28](=[O:31])[CH:29]=[CH:30][C:2]1[C:10]2[C:5](=[CH:6][CH:7]=[C:8]([N+:11]([O-:13])=[O:12])[CH:9]=2)[N:4]([C:14]([O:16][C:17]([CH3:20])([CH3:19])[CH3:18])=[O:15])[N:3]=1. The yield is 0.370.